This data is from Forward reaction prediction with 1.9M reactions from USPTO patents (1976-2016). The task is: Predict the product of the given reaction. Given the reactants [Br:1][C:2]1[C:9]([F:10])=[CH:8][CH:7]=[C:6]([O:11]C)[C:3]=1[CH:4]=[O:5].B(Br)(Br)Br.[NH4+].[Cl-], predict the reaction product. The product is: [Br:1][C:2]1[C:9]([F:10])=[CH:8][CH:7]=[C:6]([OH:11])[C:3]=1[CH:4]=[O:5].